This data is from Forward reaction prediction with 1.9M reactions from USPTO patents (1976-2016). The task is: Predict the product of the given reaction. (1) The product is: [C:1]([C:3]1[CH:4]=[C:5]2[C:10](=[CH:11][CH:12]=1)[N:9]([CH2:28][C:27]1[S:23][CH:24]=[N:25][CH:26]=1)[CH2:8][C@@H:7]([NH:13][S:14]([C:17]1[CH:22]=[CH:21][CH:20]=[CH:19][CH:18]=1)(=[O:16])=[O:15])[CH2:6]2)#[N:2]. Given the reactants [C:1]([C:3]1[CH:4]=[C:5]2[C:10](=[CH:11][CH:12]=1)[NH:9][CH2:8][C@@H:7]([NH:13][S:14]([C:17]1[CH:22]=[CH:21][CH:20]=[CH:19][CH:18]=1)(=[O:16])=[O:15])[CH2:6]2)#[N:2].[S:23]1[C:27]([CH:28]=O)=[CH:26][N:25]=[CH:24]1.C(O)(C(F)(F)F)=O.[SiH](CC)(CC)CC, predict the reaction product. (2) Given the reactants [Cl:1][CH2:2][C:3](Cl)=[O:4].[CH3:6][NH:7][CH2:8][CH2:9][C:10]1[CH:15]=[CH:14][CH:13]=[CH:12][CH:11]=1.C(N(CC)CC)C, predict the reaction product. The product is: [Cl:1][CH2:2][C:3]([N:7]([CH3:6])[CH2:8][CH2:9][C:10]1[CH:15]=[CH:14][CH:13]=[CH:12][CH:11]=1)=[O:4]. (3) Given the reactants Cl[C:2]1[C:7]([CH:8]([CH2:13][CH2:14][CH3:15])[C:9]([O:11][CH3:12])=[O:10])=[C:6]([CH3:16])[N:5]=[C:4]([C:17]2[CH:22]=[CH:21][CH:20]=[CH:19][CH:18]=2)[N:3]=1.C(N(CC)C(C)C)(C)C.[CH:32]([C:35]1[CH:40]=[CH:39][C:38](B(O)O)=[CH:37][CH:36]=1)([CH3:34])[CH3:33], predict the reaction product. The product is: [CH:32]([C:35]1[CH:40]=[CH:39][C:38]([C:2]2[C:7]([CH:8]([CH2:13][CH2:14][CH3:15])[C:9]([O:11][CH3:12])=[O:10])=[C:6]([CH3:16])[N:5]=[C:4]([C:17]3[CH:22]=[CH:21][CH:20]=[CH:19][CH:18]=3)[N:3]=2)=[CH:37][CH:36]=1)([CH3:34])[CH3:33]. (4) Given the reactants [C:1]([Mg]Cl)([CH3:4])([CH3:3])[CH3:2].[Li+].[Cl-].[C:9]1(=[O:15])[CH2:14][CH2:13][CH2:12][CH2:11][CH2:10]1, predict the reaction product. The product is: [C:1]([C:9]1([OH:15])[CH2:14][CH2:13][CH2:12][CH2:11][CH2:10]1)([CH3:4])([CH3:3])[CH3:2].